This data is from Forward reaction prediction with 1.9M reactions from USPTO patents (1976-2016). The task is: Predict the product of the given reaction. (1) Given the reactants [C:1]([O:5][C:6](=[O:16])[NH:7][C:8]1[CH:13]=[CH:12][CH:11]=[CH:10][C:9]=1[CH2:14][OH:15])([CH3:4])([CH3:3])[CH3:2].CCN(CC)CC.[CH3:24][S:25](Cl)(=[O:27])=[O:26].Cl, predict the reaction product. The product is: [C:1]([O:5][C:6]([NH:7][C:8]1[CH:13]=[CH:12][CH:11]=[CH:10][C:9]=1[CH2:14][O:15][S:25]([CH3:24])(=[O:27])=[O:26])=[O:16])([CH3:4])([CH3:2])[CH3:3]. (2) Given the reactants [CH2:1]([O:4][CH2:5][CH2:6][C@@H:7]([CH3:31])[C:8](N1[C@H](C(C)C)C(C2C=CC=CC=2)(C2C=CC=CC=2)OC1=O)=[O:9])[CH:2]=[CH2:3].[Br-].[Li+].C1CCN2C(=NCCC2)CC1.[Cl-].[NH4+].C1C[O:50][CH2:49]C1, predict the reaction product. The product is: [CH3:49][O:50][C:8](=[O:9])[C@H:7]([CH3:31])[CH2:6][CH2:5][O:4][CH2:1][CH:2]=[CH2:3]. (3) Given the reactants Cl[C:2]1[CH:7]=[CH:6][N:5]=[C:4]2[CH:8]=[C:9]([C:11]([N:13]3[CH2:17][CH2:16][CH2:15][CH2:14]3)=[O:12])[S:10][C:3]=12.[OH:18][CH2:19][CH2:20][CH2:21][NH:22][C:23]([C:25]1[C:33]2[C:28](=[CH:29][C:30]([OH:34])=[CH:31][CH:32]=2)[N:27]([CH3:35])[C:26]=1[CH3:36])=[O:24].C([O-])([O-])=O.[Cs+].[Cs+], predict the reaction product. The product is: [OH:18][CH2:19][CH2:20][CH2:21][NH:22][C:23]([C:25]1[C:33]2[C:28](=[CH:29][C:30]([O:34][C:2]3[CH:7]=[CH:6][N:5]=[C:4]4[CH:8]=[C:9]([C:11]([N:13]5[CH2:17][CH2:16][CH2:15][CH2:14]5)=[O:12])[S:10][C:3]=34)=[CH:31][CH:32]=2)[N:27]([CH3:35])[C:26]=1[CH3:36])=[O:24]. (4) Given the reactants [Cl:1][C:2]1[CH:3]=[C:4]([CH:24]=[CH:25][C:26]=1[F:27])[CH2:5][N:6]1[CH2:15][CH2:14][C:13]2[C:12]([C:16]([N:18]([CH3:20])C)=[O:17])=[N:11][C:10]([OH:21])=[C:9]([OH:22])[C:8]=2[C:7]1=[O:23].C[O-].[Mg+2].C[O-].Br[CH2:34]CNC(=O)OC(C)(C)C, predict the reaction product. The product is: [Cl:1][C:2]1[CH:3]=[C:4]([CH:24]=[CH:25][C:26]=1[F:27])[CH2:5][N:6]1[CH2:15][CH2:14][C:13]2[C:8](=[C:9]([OH:22])[C:10](=[O:21])[N:11]3[CH2:34][CH2:20][NH:18][C:16](=[O:17])[C:12]3=2)[C:7]1=[O:23]. (5) Given the reactants C[Si]([N-][Si](C)(C)C)(C)C.[Na+].[CH2:11]([NH:13][C:14]1[CH:19]=[CH:18][CH:17]=[CH:16][CH:15]=1)[CH3:12].Cl[C:21]1[CH:30]=[CH:29][C:28]2[C:23](=[C:24]([C:31]3[NH:39][C:38]4[CH2:37][CH2:36][NH:35][C:34](=[O:40])[C:33]=4[CH:32]=3)[CH:25]=[CH:26][CH:27]=2)[N:22]=1, predict the reaction product. The product is: [CH2:11]([N:13]([C:14]1[CH:19]=[CH:18][CH:17]=[CH:16][CH:15]=1)[C:21]1[CH:30]=[CH:29][C:28]2[C:23](=[C:24]([C:31]3[NH:39][C:38]4[CH2:37][CH2:36][NH:35][C:34](=[O:40])[C:33]=4[CH:32]=3)[CH:25]=[CH:26][CH:27]=2)[N:22]=1)[CH3:12].